Dataset: Full USPTO retrosynthesis dataset with 1.9M reactions from patents (1976-2016). Task: Predict the reactants needed to synthesize the given product. (1) The reactants are: [NH2:1][C:2]1[C:7]([C:8]#[N:9])=[C:6]([CH:10]2[CH2:15][CH2:14][CH:13]([O:16][Si:17]([C:20]([CH3:23])([CH3:22])[CH3:21])([CH3:19])[CH3:18])[CH2:12][CH2:11]2)[C:5]([C:24]#[N:25])=[C:4]([SH:26])[N:3]=1.Cl[CH2:28][C:29]1[N:30]=[C:31]([C:34]2[CH:39]=[CH:38][C:37]([Cl:40])=[CH:36][CH:35]=2)[S:32][CH:33]=1.C(=O)(O)[O-].[Na+]. Given the product [NH2:1][C:2]1[C:7]([C:8]#[N:9])=[C:6]([C@H:10]2[CH2:11][CH2:12][C@@H:13]([O:16][Si:17]([C:20]([CH3:22])([CH3:23])[CH3:21])([CH3:18])[CH3:19])[CH2:14][CH2:15]2)[C:5]([C:24]#[N:25])=[C:4]([S:26][CH2:28][C:29]2[N:30]=[C:31]([C:34]3[CH:39]=[CH:38][C:37]([Cl:40])=[CH:36][CH:35]=3)[S:32][CH:33]=2)[N:3]=1, predict the reactants needed to synthesize it. (2) Given the product [CH3:1][O:2][C:3]1[CH:35]=[C:34]([O:36][CH3:37])[CH:33]=[CH:32][C:4]=1[CH2:5][N:6]1[C:26]2[C:15]3=[CH:16][C:17]4[CH:18]=[C:19]([CH2:24][OH:25])[N:20]([CH3:23])[C:21]=4[CH:22]=[C:14]3[CH2:13][CH2:12][CH2:11][C:10]=2[CH:9]=[C:8]([C:27]([OH:29])=[O:28])[C:7]1=[O:31], predict the reactants needed to synthesize it. The reactants are: [CH3:1][O:2][C:3]1[CH:35]=[C:34]([O:36][CH3:37])[CH:33]=[CH:32][C:4]=1[CH2:5][N:6]1[C:26]2[C:15]3=[CH:16][C:17]4[CH:18]=[C:19]([CH2:24][OH:25])[N:20]([CH3:23])[C:21]=4[CH:22]=[C:14]3[CH2:13][CH2:12][CH2:11][C:10]=2[CH:9]=[C:8]([C:27]([O:29]C)=[O:28])[C:7]1=[O:31].[Li+].[OH-].Cl. (3) Given the product [F:4][C:3]([F:6])([F:5])[C:1]([OH:7])=[O:2].[NH2:15][C@H:16]1[C:24]2[C:19](=[C:20]([F:29])[CH:21]=[C:22]([C:25]([O:27][CH3:28])=[O:26])[CH:23]=2)[CH2:18][CH2:17]1, predict the reactants needed to synthesize it. The reactants are: [C:1]([OH:7])([C:3]([F:6])([F:5])[F:4])=[O:2].C(OC([NH:15][C@H:16]1[C:24]2[C:19](=[C:20]([F:29])[CH:21]=[C:22]([C:25]([O:27][CH3:28])=[O:26])[CH:23]=2)[CH2:18][CH2:17]1)=O)(C)(C)C. (4) Given the product [CH2:12]([O:14][C:15]([C:17]1[C:21]([C:22]2[CH:27]=[CH:26][CH:25]=[CH:24][CH:23]=2)=[C:20]([CH:28]=[C:5]2[C:4]3[C:8](=[CH:9][CH:10]=[C:2]([Br:1])[CH:3]=3)[NH:7][C:6]2=[O:11])[NH:19][C:18]=1[CH3:30])=[O:16])[CH3:13], predict the reactants needed to synthesize it. The reactants are: [Br:1][C:2]1[CH:3]=[C:4]2[C:8](=[CH:9][CH:10]=1)[NH:7][C:6](=[O:11])[CH2:5]2.[CH2:12]([O:14][C:15]([C:17]1[C:21]([C:22]2[CH:27]=[CH:26][CH:25]=[CH:24][CH:23]=2)=[C:20]([CH:28]=O)[NH:19][C:18]=1[CH3:30])=[O:16])[CH3:13]. (5) Given the product [CH:3]1([CH2:6][C@:7]([O:12][CH3:14])([CH3:11])[C:8]([OH:10])=[O:9])[CH2:5][CH2:4]1, predict the reactants needed to synthesize it. The reactants are: [H-].[Na+].[CH:3]1([CH2:6][C@:7]([OH:12])([CH3:11])[C:8]([OH:10])=[O:9])[CH2:5][CH2:4]1.I[CH3:14]. (6) Given the product [Br:19][I:16]1[C:10]2[CH:11]=[CH:12][C:13]([CH3:15])=[CH:14][C:9]=2[C:3]([C:4]([F:7])([F:6])[F:5])([C:2]([F:1])([F:17])[F:18])[O:8]1, predict the reactants needed to synthesize it. The reactants are: [F:1][C:2]([F:18])([F:17])[C:3]([C:9]1[CH:14]=[C:13]([CH3:15])[CH:12]=[CH:11][C:10]=1[I:16])([OH:8])[C:4]([F:7])([F:6])[F:5].[Br:19]N1C(=O)CCC1=O. (7) The reactants are: [CH2:1]1[NH:6][CH2:5][CH2:4][N:3]2[CH2:7][CH2:8][CH2:9][CH2:10][CH:2]12.[C:11](#[N:14])[CH:12]=C. Given the product [CH2:1]1[N:6]([CH2:12][C:11]#[N:14])[CH2:5][CH2:4][N:3]2[CH2:7][CH2:8][CH2:9][CH2:10][CH:2]12, predict the reactants needed to synthesize it. (8) Given the product [C:1]([O:5][C:6]([NH:8][CH:9]([CH:21]([OH:24])[CH2:22][O:23][Si:30]([CH3:32])([CH3:31])[C:33]([CH3:36])([CH3:35])[CH3:34])[C:10]([NH:12][O:13][CH2:14][C:15]1[CH:20]=[CH:19][CH:18]=[CH:17][CH:16]=1)=[O:11])=[O:7])([CH3:4])([CH3:2])[CH3:3], predict the reactants needed to synthesize it. The reactants are: [C:1]([O:5][C:6]([NH:8][CH:9]([CH:21]([OH:24])[CH2:22][OH:23])[C:10]([NH:12][O:13][CH2:14][C:15]1[CH:20]=[CH:19][CH:18]=[CH:17][CH:16]=1)=[O:11])=[O:7])([CH3:4])([CH3:3])[CH3:2].N1C=CN=C1.[Si:30](Cl)([C:33]([CH3:36])([CH3:35])[CH3:34])([CH3:32])[CH3:31].O. (9) Given the product [C:2]1([CH2:1][O:8][C:9]2[CH:17]=[C:16]3[C:12]([C:13]([CH2:24][C:18]4[CH:23]=[C:22]([CH:21]=[CH:20][CH:19]=4)[C:36]([O:39][CH3:40])=[O:38])=[CH:14][NH:15]3)=[CH:11][CH:10]=2)[CH:3]=[CH:4][CH:5]=[CH:6][CH:7]=1, predict the reactants needed to synthesize it. The reactants are: [CH2:1]([O:8][C:9]1[CH:17]=[C:16]2[C:12]([CH:13]=[CH:14][NH:15]2)=[CH:11][CH:10]=1)[C:2]1[CH:7]=[CH:6][CH:5]=[CH:4][CH:3]=1.[C:18]1([CH3:24])[CH:23]=[CH:22][CH:21]=[CH:20][CH:19]=1.C(N(CC)C(C)C)(C)C.[Cl-].[NH4+].[C:36]([O:39][CH2:40]C)(=[O:38])C.